From a dataset of Reaction yield outcomes from USPTO patents with 853,638 reactions. Predict the reaction yield, written as a fraction of the theoretical maximum amount of product (1.0 means a 100% yield; for example, 0.34 means a 34% yield). The product is [OH:3][C:1]1([CH3:2])[C:4]2[C:5](=[C:10]([N+:14]([O-:16])=[O:15])[CH:11]=[CH:12][CH:13]=2)[C:6](=[O:7])[N:18]1[CH3:17]. The yield is 0.850. The catalyst is C(O)C. The reactants are [C:1]([C:4]1[CH:13]=[CH:12][CH:11]=[C:10]([N+:14]([O-:16])=[O:15])[C:5]=1[C:6](OC)=[O:7])(=[O:3])[CH3:2].[CH3:17][NH2:18].